Dataset: Reaction yield outcomes from USPTO patents with 853,638 reactions. Task: Predict the reaction yield, written as a fraction of the theoretical maximum amount of product (1.0 means a 100% yield; for example, 0.34 means a 34% yield). The product is [CH:13]1([O:16][C:17]2[CH:22]=[CH:21][C:20]([N:23]3[C:28](=[O:29])[C:27]([CH2:30][C:31]4[CH:36]=[CH:35][C:34]([C:37]5[CH:42]=[CH:41][CH:40]=[CH:39][C:38]=5[C:43]5[NH:3][C:4](=[O:7])[O:5][N:44]=5)=[CH:33][CH:32]=4)=[C:26]([CH2:45][CH2:46][CH3:47])[N:25]=[C:24]3[CH3:48])=[CH:19][C:18]=2[F:49])[CH2:14][CH2:15]1. The reactants are [Cl-].O[NH3+:3].[C:4](=[O:7])([O-])[OH:5].[Na+].CS(C)=O.[CH:13]1([O:16][C:17]2[CH:22]=[CH:21][C:20]([N:23]3[C:28](=[O:29])[C:27]([CH2:30][C:31]4[CH:36]=[CH:35][C:34]([C:37]5[C:38]([C:43]#[N:44])=[CH:39][CH:40]=[CH:41][CH:42]=5)=[CH:33][CH:32]=4)=[C:26]([CH2:45][CH2:46][CH3:47])[N:25]=[C:24]3[CH3:48])=[CH:19][C:18]=2[F:49])[CH2:15][CH2:14]1. The catalyst is O.C(OCC)(=O)C. The yield is 0.450.